From a dataset of Catalyst prediction with 721,799 reactions and 888 catalyst types from USPTO. Predict which catalyst facilitates the given reaction. (1) Reactant: [Na+:1].[CH2:2]([O:4][P:5]([C:8]([F:27])([F:26])[CH2:9][C@@H:10]([OH:25])[C@@H:11]([OH:24])[C@@H:12]([OH:23])[CH2:13][NH:14][O:15][CH2:16][C:17]1[CH:22]=[CH:21][CH:20]=[CH:19][CH:18]=1)(=[O:7])[O-:6])[CH3:3].[CH:28](OCC(F)(F)F)=[O:29]. Product: [Na+:1].[CH2:2]([O:4][P:5]([C:8]([F:27])([F:26])[CH2:9][C@@H:10]([OH:25])[C@@H:11]([OH:24])[C@@H:12]([OH:23])[CH2:13][N:14]([O:15][CH2:16][C:17]1[CH:22]=[CH:21][CH:20]=[CH:19][CH:18]=1)[CH:28]=[O:29])(=[O:6])[O-:7])[CH3:3]. The catalyst class is: 1. (2) Reactant: [O-]CC.[Na+].[Na].[C:6]([O:13][CH2:14][CH3:15])(=[O:12])[C:7]([O:9]CC)=O.[CH3:16][C:17]([CH3:19])=[O:18].S(=O)(=O)(O)O. Product: [OH:9][C:7](=[CH:16][C:17](=[O:18])[CH3:19])[C:6]([O:13][CH2:14][CH3:15])=[O:12]. The catalyst class is: 40.